From a dataset of Full USPTO retrosynthesis dataset with 1.9M reactions from patents (1976-2016). Predict the reactants needed to synthesize the given product. (1) Given the product [C:13]([O:45][CH2:44][C:43]1[CH:46]=[C:47]([CH3:49])[CH:48]=[C:41]([CH3:40])[CH:42]=1)(=[O:12])[CH3:14], predict the reactants needed to synthesize it. The reactants are: C1(C)C=C(C)C=C(C)C=1.N([O:12][C:13](C)(C)[CH3:14])=O.ON1C(=O)C2=CC=CC=C2C1=O.CC1C=C(C=C(C)C=1)C=NO.[CH3:40][C:41]1[CH:42]=[C:43]([CH:46]=[C:47]([CH3:49])[CH:48]=1)[CH:44]=[O:45].CC1C=C(C=C(C)C=1)C#N. (2) Given the product [Cl:26][C:23]1[CH:24]=[CH:25][C:18]2[CH2:17][CH2:16][NH:15][CH2:21][CH2:20][C:19]=2[C:22]=1[S:27][CH2:28][CH2:29][CH2:30][C:31]1[CH:32]=[C:33]2[C:37](=[CH:38][CH:39]=1)[NH:36][C:35](=[O:40])[C:34]2([CH3:42])[CH3:41], predict the reactants needed to synthesize it. The reactants are: FC(F)(F)C(O)=O.C(OC([N:15]1[CH2:21][CH2:20][C:19]2[C:22]([S:27][CH2:28][CH2:29][CH2:30][C:31]3[CH:32]=[C:33]4[C:37](=[CH:38][CH:39]=3)[NH:36][C:35](=[O:40])[C:34]4([CH3:42])[CH3:41])=[C:23]([Cl:26])[CH:24]=[CH:25][C:18]=2[CH2:17][CH2:16]1)=O)(C)(C)C. (3) Given the product [CH3:1][C:2]1[CH:3]=[C:4]([C@@:8]([CH3:11])([OH:12])[C:9]([OH:14])=[O:10])[CH:5]=[CH:6][CH:7]=1, predict the reactants needed to synthesize it. The reactants are: [CH3:1][C:2]1[CH:3]=[C:4]([C@:8]([OH:12])([CH3:11])[CH2:9][OH:10])[CH:5]=[CH:6][CH:7]=1.C([O-])(O)=[O:14].[Na+]. (4) The reactants are: Cl.[NH2:2][C:3]1[C:12]2[N:13]=[C:14]([CH2:38][CH2:39][O:40][CH3:41])[N:15]([CH2:16][CH2:17][CH2:18][N:19]([CH2:24][C:25]3[CH:26]=[C:27]([CH:35]=[CH:36][CH:37]=3)[O:28][CH2:29][C:30]([O:32][CH2:33][CH3:34])=[O:31])[C:20](=[O:23])[CH2:21]Cl)[C:11]=2[C:10]2[CH:9]=[CH:8][CH:7]=[CH:6][C:5]=2[N:4]=1.[NH:42]1[CH2:47][CH2:46][CH2:45][CH2:44][CH2:43]1. Given the product [NH2:2][C:3]1[C:12]2[N:13]=[C:14]([CH2:38][CH2:39][O:40][CH3:41])[N:15]([CH2:16][CH2:17][CH2:18][N:19]([CH2:24][C:25]3[CH:26]=[C:27]([CH:35]=[CH:36][CH:37]=3)[O:28][CH2:29][C:30]([O:32][CH2:33][CH3:34])=[O:31])[C:20](=[O:23])[CH2:21][N:42]3[CH2:47][CH2:46][CH2:45][CH2:44][CH2:43]3)[C:11]=2[C:10]2[CH:9]=[CH:8][CH:7]=[CH:6][C:5]=2[N:4]=1, predict the reactants needed to synthesize it. (5) Given the product [NH:34]1[C:35]2[C:30](=[CH:29][CH:28]=[CH:27][CH:36]=2)[CH:31]=[CH:32][C:33]1=[O:37], predict the reactants needed to synthesize it. The reactants are: [H-].[Na+].CS(OCCCN1CCN(C2C=CC=CC=2OC)CC1)(=O)=O.OC[C:27]1[CH:36]=[C:35]2[C:30]([CH2:31][CH2:32][C:33](=[O:37])[NH:34]2)=[CH:29][CH:28]=1. (6) Given the product [C:3]([NH:58][C@@H:21]1[CH2:22][C@:16]2([C:42]3[CH:47]=[CH:46][CH:45]=[CH:44][CH:43]=3)[N:15]([CH2:8][C:9]3[CH:10]=[CH:11][CH:12]=[CH:13][CH:14]=3)[C@H:20]1[CH2:19][CH2:18][C@@:17]2([N:54]=[N+:55]=[N-:56])[O:26][CH2:27][C:28]1[CH:29]=[C:30]([C:38]([F:41])([F:39])[F:40])[CH:31]=[C:32]([C:34]([F:37])([F:35])[F:36])[CH:33]=1)(=[O:5])[CH3:2], predict the reactants needed to synthesize it. The reactants are: F[C:2](F)(F)[C:3]([OH:5])=O.[CH2:8]([N:15]1[C@@H:20]2[C@H:21](C(O)=O)[CH2:22][C@@:16]1([C:42]1[CH:47]=[CH:46][CH:45]=[CH:44][CH:43]=1)[C@H:17]([O:26][CH2:27][C:28]1[CH:33]=[C:32]([C:34]([F:37])([F:36])[F:35])[CH:31]=[C:30]([C:38]([F:41])([F:40])[F:39])[CH:29]=1)[CH2:18][CH2:19]2)[C:9]1[CH:14]=[CH:13][CH:12]=[CH:11][CH:10]=1.C(Cl)(=O)C(Cl)=O.[N-:54]=[N+:55]=[N-:56].[Na+].[N-:58]=C=O. (7) The reactants are: CS(C)=O.C(Cl)(=O)C(Cl)=O.[OH:11][CH2:12][CH:13]1[CH2:18][CH2:17][N:16]([C:19](=[O:26])[C:20]2[CH:25]=[CH:24][CH:23]=[CH:22][CH:21]=2)[CH2:15][CH2:14]1.CCN(C(C)C)C(C)C. Given the product [C:19]([N:16]1[CH2:17][CH2:18][CH:13]([CH:12]=[O:11])[CH2:14][CH2:15]1)(=[O:26])[C:20]1[CH:21]=[CH:22][CH:23]=[CH:24][CH:25]=1, predict the reactants needed to synthesize it. (8) Given the product [F:15][C:16]([F:27])([F:26])[C:17]1[CH:22]=[CH:21][C:20]([C:2]2[CH:14]=[CH:13][C:5]([C:6]([O:8][CH2:9][CH2:10][CH2:11][CH3:12])=[O:7])=[CH:4][CH:3]=2)=[CH:19][CH:18]=1, predict the reactants needed to synthesize it. The reactants are: I[C:2]1[CH:14]=[CH:13][C:5]([C:6]([O:8][CH2:9][CH2:10][CH2:11][CH3:12])=[O:7])=[CH:4][CH:3]=1.[F:15][C:16]([F:27])([F:26])[C:17]1[CH:22]=[CH:21][C:20](B(O)O)=[CH:19][CH:18]=1.C(=O)([O-])[O-].[K+].[K+].C1(C)C=CC=CC=1.